Dataset: Forward reaction prediction with 1.9M reactions from USPTO patents (1976-2016). Task: Predict the product of the given reaction. (1) Given the reactants [I:1][C:2]1[CH:7]=[CH:6][C:5]([OH:8])=[CH:4][CH:3]=1.C(=O)([O-])[O-].[K+].[K+].Br[CH2:16][CH:17]1[CH2:19][CH2:18]1, predict the reaction product. The product is: [I:1][C:2]1[CH:7]=[CH:6][C:5]([O:8][CH2:16][CH:17]2[CH2:19][CH2:18]2)=[CH:4][CH:3]=1. (2) Given the reactants [CH3:1][O:2][C:3]1[CH:40]=[CH:39][C:6]([CH2:7][N:8]([CH2:30][C:31]2[CH:36]=[CH:35][C:34]([O:37][CH3:38])=[CH:33][CH:32]=2)[C:9]2[N:14]=[CH:13][C:12]([C:15]3[C:16]4[CH2:29][CH2:28][NH:27][C:17]=4[N:18]=[C:19]([N:21]4[CH2:26][CH2:25][O:24][CH2:23][CH2:22]4)[N:20]=3)=[CH:11][N:10]=2)=[CH:5][CH:4]=1.[C:41]([O:45][C:46]([N:48]1[CH2:53][CH2:52][N:51]([C:54](=[O:64])[CH2:55][CH2:56][C:57]2[CH:62]=[CH:61][CH:60]=[C:59](Br)[CH:58]=2)[CH2:50][CH2:49]1)=[O:47])([CH3:44])([CH3:43])[CH3:42], predict the reaction product. The product is: [C:41]([O:45][C:46]([N:48]1[CH2:49][CH2:50][N:51]([C:54](=[O:64])[CH2:55][CH2:56][C:57]2[CH:62]=[CH:61][CH:60]=[C:59]([N:27]3[C:17]4[N:18]=[C:19]([N:21]5[CH2:26][CH2:25][O:24][CH2:23][CH2:22]5)[N:20]=[C:15]([C:12]5[CH:11]=[N:10][C:9]([N:8]([CH2:7][C:6]6[CH:5]=[CH:4][C:3]([O:2][CH3:1])=[CH:40][CH:39]=6)[CH2:30][C:31]6[CH:32]=[CH:33][C:34]([O:37][CH3:38])=[CH:35][CH:36]=6)=[N:14][CH:13]=5)[C:16]=4[CH2:29][CH2:28]3)[CH:58]=2)[CH2:52][CH2:53]1)=[O:47])([CH3:44])([CH3:42])[CH3:43].